From a dataset of Forward reaction prediction with 1.9M reactions from USPTO patents (1976-2016). Predict the product of the given reaction. (1) The product is: [OH:6][CH:5]([C:7]1[N:12]=[CH:11][C:10]([NH:13][C:14]([NH:16][CH2:17][C:18]2[C:19]([N:28]3[CH2:33][CH2:32][CH:31]([CH3:34])[CH2:30][CH2:29]3)=[N:20][C:21]([C:24]([F:26])([F:27])[F:25])=[CH:22][CH:23]=2)=[O:15])=[CH:9][CH:8]=1)[CH2:4][OH:3]. Given the reactants CC1(C)[O:6][CH:5]([C:7]2[N:12]=[CH:11][C:10]([NH:13][C:14]([NH:16][CH2:17][C:18]3[C:19]([N:28]4[CH2:33][CH2:32][CH:31]([CH3:34])[CH2:30][CH2:29]4)=[N:20][C:21]([C:24]([F:27])([F:26])[F:25])=[CH:22][CH:23]=3)=[O:15])=[CH:9][CH:8]=2)[CH2:4][O:3]1, predict the reaction product. (2) Given the reactants [NH2:1][CH2:2][C:3]1[CH:8]=[CH:7][CH:6]=[CH:5][C:4]=1[NH:9][C:10]1[CH:15]=[CH:14][C:13]([C:16]([C:18]2[CH:23]=[CH:22][CH:21]=[CH:20][C:19]=2[CH3:24])=[O:17])=[C:12]([Cl:25])[CH:11]=1.[CH2:26]([O:28][P:29]([CH2:34][C:35](O)=[O:36])([O:31][CH2:32][CH3:33])=[O:30])[CH3:27].C1(N=C=NC2CCCCC2)CCCCC1, predict the reaction product. The product is: [Cl:25][C:12]1[CH:11]=[C:10]([NH:9][C:4]2[CH:5]=[CH:6][CH:7]=[CH:8][C:3]=2[CH2:2][NH:1][C:35](=[O:36])[CH2:34][P:29](=[O:30])([O:31][CH2:32][CH3:33])[O:28][CH2:26][CH3:27])[CH:15]=[CH:14][C:13]=1[C:16]([C:18]1[CH:23]=[CH:22][CH:21]=[CH:20][C:19]=1[CH3:24])=[O:17].